Dataset: Reaction yield outcomes from USPTO patents with 853,638 reactions. Task: Predict the reaction yield, written as a fraction of the theoretical maximum amount of product (1.0 means a 100% yield; for example, 0.34 means a 34% yield). (1) The reactants are [CH3:1][C:2]1[C:10]2[C:9]([C:11](O)=[O:12])=[CH:8][S:7][C:6]=2[CH:5]=[CH:4][CH:3]=1.Cl. The catalyst is O1CCCC1. The product is [OH:12][CH2:11][C:9]1[C:10]2[C:2]([CH3:1])=[CH:3][CH:4]=[CH:5][C:6]=2[S:7][CH:8]=1. The yield is 1.00. (2) The reactants are Br[C:2]1[CH:9]=[CH:8][C:5]([C:6]#[N:7])=[C:4]([CH2:10][N:11]2[CH2:20][CH:19]3[CH2:21][O:22][CH2:23][CH2:24][N:18]3[C:17]3[N:16]=[C:15]([Cl:25])[N:14]=[CH:13][C:12]2=3)[CH:3]=1.[C:26](=O)([O-])[O-].[K+].[K+].CB1OB(C)OB(C)O1. The yield is 0.590. The catalyst is O1CCOCC1.O.CCOC(C)=O.C1C=CC(P(C2C=CC=CC=2)[C-]2C=CC=C2)=CC=1.C1C=CC(P(C2C=CC=CC=2)[C-]2C=CC=C2)=CC=1.Cl[Pd]Cl.[Fe+2]. The product is [Cl:25][C:15]1[N:14]=[CH:13][C:12]2[N:11]([CH2:10][C:4]3[CH:3]=[C:2]([CH3:26])[CH:9]=[CH:8][C:5]=3[C:6]#[N:7])[CH2:20][CH:19]3[CH2:21][O:22][CH2:23][CH2:24][N:18]3[C:17]=2[N:16]=1. (3) The reactants are Br[C:2]1[N:6]([S:7]([C:10]2[CH:15]=[CH:14][CH:13]=[C:12]([Cl:16])[CH:11]=2)(=[O:9])=[O:8])[CH:5]=[C:4]([C:17]([O:19][CH3:20])=[O:18])[C:3]=1[CH3:21].[C:22]1(B(O)O)[CH:27]=[CH:26][CH:25]=[CH:24][CH:23]=1.C(=O)([O-])[O-].[Na+].[Na+]. The catalyst is COCCOC.C1C=CC([P]([Pd]([P](C2C=CC=CC=2)(C2C=CC=CC=2)C2C=CC=CC=2)([P](C2C=CC=CC=2)(C2C=CC=CC=2)C2C=CC=CC=2)[P](C2C=CC=CC=2)(C2C=CC=CC=2)C2C=CC=CC=2)(C2C=CC=CC=2)C2C=CC=CC=2)=CC=1. The product is [Cl:16][C:12]1[CH:11]=[C:10]([S:7]([N:6]2[C:2]([C:22]3[CH:27]=[CH:26][CH:25]=[CH:24][CH:23]=3)=[C:3]([CH3:21])[C:4]([C:17]([O:19][CH3:20])=[O:18])=[CH:5]2)(=[O:9])=[O:8])[CH:15]=[CH:14][CH:13]=1. The yield is 0.730. (4) The reactants are C([O:3][C:4]([C:6]1[CH:7]=[C:8]2[C:13](=[CH:14][CH:15]=1)[NH:12][CH:11]([C:16]1[CH:21]=[C:20]([N:22]3[CH2:27][CH2:26][O:25][CH2:24][CH2:23]3)[CH:19]=[CH:18][C:17]=1[F:28])[C:10]([CH3:30])([CH3:29])[CH2:9]2)=[O:5])C.O.[OH-].[Li+].O.Cl. The catalyst is CO.O1CCCC1. The product is [F:28][C:17]1[CH:18]=[CH:19][C:20]([N:22]2[CH2:27][CH2:26][O:25][CH2:24][CH2:23]2)=[CH:21][C:16]=1[CH:11]1[C:10]([CH3:29])([CH3:30])[CH2:9][C:8]2[C:13](=[CH:14][CH:15]=[C:6]([C:4]([OH:5])=[O:3])[CH:7]=2)[NH:12]1. The yield is 0.360.